Task: Binary Classification. Given a drug SMILES string, predict its activity (active/inactive) in a high-throughput screening assay against a specified biological target.. Dataset: M1 muscarinic receptor antagonist screen with 61,756 compounds (1) The drug is Clc1cc(NC(=O)c2cc3nc4n(CCCCC4)c(=O)c3cc2)ccc1. The result is 0 (inactive). (2) The compound is Brc1ccc(CSC=2N(CCN2)C(=O)C)cc1. The result is 0 (inactive).